This data is from Peptide-MHC class II binding affinity with 134,281 pairs from IEDB. The task is: Regression. Given a peptide amino acid sequence and an MHC pseudo amino acid sequence, predict their binding affinity value. This is MHC class II binding data. (1) The binding affinity (normalized) is 0.653. The peptide sequence is INEPTAWAIAYGLDR. The MHC is HLA-DQA10102-DQB10602 with pseudo-sequence HLA-DQA10102-DQB10602. (2) The peptide sequence is YDTFLANVSTVLTGK. The MHC is DRB1_1101 with pseudo-sequence DRB1_1101. The binding affinity (normalized) is 0.633. (3) The peptide sequence is CIALDMMNENLGIIS. The MHC is H-2-IAb with pseudo-sequence H-2-IAb. The binding affinity (normalized) is 0.0670. (4) The peptide sequence is SHIMSVLDMGQGILH. The MHC is DRB1_1501 with pseudo-sequence DRB1_1501. The binding affinity (normalized) is 0.534. (5) The peptide sequence is AAEQLWVTVYYGVPVWK. The MHC is DRB1_1501 with pseudo-sequence DRB1_1501. The binding affinity (normalized) is 0.547. (6) The peptide sequence is QAGGKLCPNNLCCSQ. The MHC is DRB1_1501 with pseudo-sequence DRB1_1501. The binding affinity (normalized) is 0.127. (7) The peptide sequence is MKSSWGAIWRIDPKK. The MHC is HLA-DPA10103-DPB10401 with pseudo-sequence HLA-DPA10103-DPB10401. The binding affinity (normalized) is 0.140.